This data is from hERG Central: cardiac toxicity at 1µM, 10µM, and general inhibition. The task is: Predict hERG channel inhibition at various concentrations. (1) The molecule is CC(NC(=O)c1cc(S(=O)(=O)N(C)C)ccc1Cl)c1ccc(-n2ccnc2)cc1. Results: hERG_inhib (hERG inhibition (general)): blocker. (2) The drug is Cc1cc(=O)n2nc(N3CCC(C(=O)NCCc4ccc(Cl)cc4)CC3)sc2n1. Results: hERG_inhib (hERG inhibition (general)): blocker. (3) Results: hERG_inhib (hERG inhibition (general)): blocker. The drug is COc1ccc(S(=O)(=O)N2CCCCCC2)cc1C(=O)N1CCN(c2ccccc2O)CC1.